From a dataset of Forward reaction prediction with 1.9M reactions from USPTO patents (1976-2016). Predict the product of the given reaction. (1) Given the reactants [NH2:1][C:2]1[CH:7]=[CH:6][C:5]([NH:8][C:9]2[N:14]=[C:13]([NH:15][C:16]3[CH:25]=[CH:24][CH:23]=[CH:22][C:17]=3[C:18]([NH:20][CH3:21])=[O:19])[C:12]([Cl:26])=[CH:11][N:10]=2)=[C:4]([O:27][CH3:28])[CH:3]=1.CCN(C(C)C)C(C)C.[C:38](Cl)(=[O:41])[CH:39]=[CH2:40], predict the reaction product. The product is: [C:38]([NH:1][C:2]1[CH:7]=[CH:6][C:5]([NH:8][C:9]2[N:14]=[C:13]([NH:15][C:16]3[CH:25]=[CH:24][CH:23]=[CH:22][C:17]=3[C:18]([NH:20][CH3:21])=[O:19])[C:12]([Cl:26])=[CH:11][N:10]=2)=[C:4]([O:27][CH3:28])[CH:3]=1)(=[O:41])[CH:39]=[CH2:40]. (2) The product is: [F:18][C:15]1[CH:16]=[CH:17][C:12]([C:10]2[CH:9]=[CH:8][C:6]3[N:7]=[C:2]([N:32]4[CH2:36][CH2:35][CH2:34][CH2:33]4)[N:3]=[C:4]([N:19]4[CH2:24][CH2:23][N:22]([C:25]([O:27][C:28]([CH3:31])([CH3:30])[CH3:29])=[O:26])[CH2:21][CH2:20]4)[C:5]=3[N:11]=2)=[CH:13][CH:14]=1. Given the reactants Cl[C:2]1[N:3]=[C:4]([N:19]2[CH2:24][CH2:23][N:22]([C:25]([O:27][C:28]([CH3:31])([CH3:30])[CH3:29])=[O:26])[CH2:21][CH2:20]2)[C:5]2[N:11]=[C:10]([C:12]3[CH:17]=[CH:16][C:15]([F:18])=[CH:14][CH:13]=3)[CH:9]=[CH:8][C:6]=2[N:7]=1.[NH:32]1[CH2:36][CH2:35][CH2:34][CH2:33]1, predict the reaction product. (3) Given the reactants [CH3:1][O:2][CH:3]=[CH:4][C:5]1[N:10]=[C:9]2[CH2:11][O:12][C:13](=[O:14])[C:8]2=[CH:7][CH:6]=1.[CH3:15][OH:16], predict the reaction product. The product is: [CH3:1][O:2][CH:3]([O:16][CH3:15])[CH2:4][C:5]1[N:10]=[C:9]2[CH2:11][O:12][C:13](=[O:14])[C:8]2=[CH:7][CH:6]=1. (4) Given the reactants Cl.[Cl:2][C:3]1[CH:4]=[C:5]2[C:10](=[CH:11][CH:12]=1)[CH:9]=[C:8]([S:13]([N:16]1[CH2:21][CH2:20][N:19]([C:22]([C:24]3[S:32][C:31]4[CH2:30][CH2:29][NH:28][CH2:27][C:26]=4[CH:25]=3)=[O:23])[CH2:18][CH2:17]1)(=[O:15])=[O:14])[CH:7]=[CH:6]2.[CH2:33]([N:35](CC)CC)C.C([O-])(=O)C.[Na+].N#CBr, predict the reaction product. The product is: [Cl:2][C:3]1[CH:4]=[C:5]2[C:10](=[CH:11][CH:12]=1)[CH:9]=[C:8]([S:13]([N:16]1[CH2:17][CH2:18][N:19]([C:22]([C:24]3[S:32][C:31]4[CH2:30][CH2:29][N:28]([C:33]#[N:35])[CH2:27][C:26]=4[CH:25]=3)=[O:23])[CH2:20][CH2:21]1)(=[O:15])=[O:14])[CH:7]=[CH:6]2. (5) Given the reactants [Cl:1][C:2]1[CH:3]=[N:4][C:5]2[N:6]([N:8]=[C:9]([C:11]([OH:13])=O)[CH:10]=2)[CH:7]=1.[S:14]1[CH:18]=[CH:17][C:16]([C:19]2[N:23]3[CH2:24][CH2:25][NH:26][CH2:27][C:22]3=[CH:21][CH:20]=2)=[CH:15]1, predict the reaction product. The product is: [Cl:1][C:2]1[CH:3]=[N:4][C:5]2[N:6]([N:8]=[C:9]([C:11]([N:26]3[CH2:25][CH2:24][N:23]4[C:19]([C:16]5[CH:17]=[CH:18][S:14][CH:15]=5)=[CH:20][CH:21]=[C:22]4[CH2:27]3)=[O:13])[CH:10]=2)[CH:7]=1. (6) Given the reactants [CH2:1]([O:3][C:4]([N:6]1[CH2:11][CH2:10][NH:9][CH2:8][CH2:7]1)=[O:5])[CH3:2].[N+:12]([CH3:15])([O-:14])=[O:13].[CH:16](=O)[CH3:17].CC([O-])(C)C.[K+], predict the reaction product. The product is: [CH2:1]([O:3][C:4]([N:6]1[CH2:7][CH2:8][N:9]([CH:16]([CH3:17])[CH2:15][N+:12]([O-:14])=[O:13])[CH2:10][CH2:11]1)=[O:5])[CH3:2].